Dataset: Forward reaction prediction with 1.9M reactions from USPTO patents (1976-2016). Task: Predict the product of the given reaction. (1) Given the reactants [N:1]([CH:4]1[CH:11]=[C:10]([C:12]2[CH:17]=[CH:16][N:15]=[CH:14][C:13]=2[N+:18]([O-])=O)[CH2:9][CH:8]([CH3:21])[C:5]21[O:7][CH2:6]2)=[N+]=[N-].N1C=CC=CC=1.[C:28](O[C:28]([O:30][C:31]([CH3:34])([CH3:33])[CH3:32])=[O:29])([O:30][C:31]([CH3:34])([CH3:33])[CH3:32])=[O:29], predict the reaction product. The product is: [NH2:18][C:13]1[CH:14]=[N:15][CH:16]=[CH:17][C:12]=1[CH:10]1[CH2:11][CH:4]([NH:1][C:28](=[O:29])[O:30][C:31]([CH3:34])([CH3:33])[CH3:32])[C:5]([OH:7])([CH3:6])[CH:8]([CH3:21])[CH2:9]1. (2) Given the reactants [C:1]([C:5]1[CH:6]=[C:7]2[C:12](=[C:13]([F:15])[CH:14]=1)[C:11](=[O:16])[N:10]([C:17]1[C:18]([CH2:43][OH:44])=[C:19]([N:23]3[C:27]4=[N:28][C:29]([C:32]5[CH:33]=[N:34][C:35]([O:38][CH2:39][CH3:40])=[CH:36][CH:37]=5)=[CH:30][CH:31]=[C:26]4[C:25]([C:41]#[N:42])=[CH:24]3)[CH:20]=[CH:21][CH:22]=1)[N:9]=[CH:8]2)([CH3:4])([CH3:3])[CH3:2].C([OH:47])C, predict the reaction product. The product is: [C:1]([C:5]1[CH:6]=[C:7]2[C:12](=[C:13]([F:15])[CH:14]=1)[C:11](=[O:16])[N:10]([C:17]1[C:18]([CH2:43][OH:44])=[C:19]([N:23]3[C:27]4=[N:28][C:29]([C:32]5[CH:33]=[N:34][C:35]([O:38][CH2:39][CH3:40])=[CH:36][CH:37]=5)=[CH:30][CH:31]=[C:26]4[C:25]([C:41]([NH2:42])=[O:47])=[CH:24]3)[CH:20]=[CH:21][CH:22]=1)[N:9]=[CH:8]2)([CH3:2])([CH3:3])[CH3:4]. (3) Given the reactants [CH3:1][O:2][C:3]1[CH:4]=[C:5]([NH:15][C:16]2[N:21]=[C:20]([C:22](=[O:24])[CH3:23])[CH:19]=[C:18]([CH2:25][O:26][CH3:27])[N:17]=2)[CH:6]=[CH:7][C:8]=1[N:9]1[CH:13]=[C:12]([CH3:14])[N:11]=[CH:10]1.[CH3:28][Mg]Br, predict the reaction product. The product is: [CH3:1][O:2][C:3]1[CH:4]=[C:5]([NH:15][C:16]2[N:21]=[C:20]([C:22]([OH:24])([CH3:28])[CH3:23])[CH:19]=[C:18]([CH2:25][O:26][CH3:27])[N:17]=2)[CH:6]=[CH:7][C:8]=1[N:9]1[CH:13]=[C:12]([CH3:14])[N:11]=[CH:10]1. (4) Given the reactants [N+:1]([C:4]1[CH:5]=[CH:6][C:7]([O:10][CH:11]2[CH2:14][CH:13]([C:15]([O:17][CH2:18][CH2:19][C:20]3[CH:25]=[CH:24][CH:23]=[CH:22][CH:21]=3)=[O:16])[CH2:12]2)=[N:8][CH:9]=1)([O-])=O, predict the reaction product. The product is: [NH2:1][C:4]1[CH:5]=[CH:6][C:7]([O:10][CH:11]2[CH2:12][CH:13]([C:15]([O:17][CH2:18][CH2:19][C:20]3[CH:21]=[CH:22][CH:23]=[CH:24][CH:25]=3)=[O:16])[CH2:14]2)=[N:8][CH:9]=1. (5) Given the reactants [CH3:1][O:2][C:3]1[CH:4]=[C:5]2[C:9](=[CH:10][CH:11]=1)[NH:8][C:7](=[O:12])[CH2:6]2.[CH3:13][S:14]([C:17]1[C:18]([C:25]2[CH:30]=[CH:29][CH:28]=[CH:27][CH:26]=2)=[C:19]([CH:23]=O)[NH:20][C:21]=1[CH3:22])(=[O:16])=[O:15].CC1(C)C(C)(C)OB(C2C=CC=C3C=2C=CN3)O1.N1CCCCC1, predict the reaction product. The product is: [CH3:13][S:14]([C:17]1[C:18]([C:25]2[CH:30]=[CH:29][CH:28]=[CH:27][CH:26]=2)=[C:19](/[CH:23]=[C:6]2\[C:7](=[O:12])[NH:8][C:9]3[C:5]\2=[CH:4][C:3]([O:2][CH3:1])=[CH:11][CH:10]=3)[NH:20][C:21]=1[CH3:22])(=[O:16])=[O:15]. (6) The product is: [S:6]1[C:2]([C:52]2[CH:50]=[CH:53][CH:27]=[CH:21][C:22]=2[NH2:23])=[CH:3][CH:4]=[C:5]1[C:7]1[S:8][C:9]([C:24]2[CH:25]=[CH:26][CH:27]=[CH:21][C:22]=2[NH2:23])=[CH:10][CH:11]=1. Given the reactants Br[C:2]1[S:6][C:5]([C:7]2[S:8][C:9](Br)=[CH:10][CH:11]=2)=[CH:4][CH:3]=1.CC1(C)C(C)(C)OC([C:21]2[CH:27]=[CH:26][CH:25]=[CH:24][C:22]=2[NH2:23])O1.[O-]P([O-])([O-])=O.[K+].[K+].[K+].C(Cl)(Cl)Cl.P([C:50]([CH3:53])([CH3:52])C)(C(C)(C)C)C(C)(C)C.[H+].[B-](F)(F)(F)F, predict the reaction product. (7) Given the reactants [O:1]1[C:5]2[CH:6]=[CH:7][C:8]([C:10]3[S:11][CH:12]=[C:13]([C:15](Cl)=[O:16])[N:14]=3)=[CH:9][C:4]=2[CH2:3][CH2:2]1.[CH:18]([S:21][C:22]1[N:26]=[C:25]([NH2:27])[NH:24][N:23]=1)([CH3:20])[CH3:19], predict the reaction product. The product is: [O:1]1[C:5]2[CH:6]=[CH:7][C:8]([C:10]3[S:11][CH:12]=[C:13]([C:15]([NH:27][C:25]4[NH:24][N:23]=[C:22]([S:21][CH:18]([CH3:20])[CH3:19])[N:26]=4)=[O:16])[N:14]=3)=[CH:9][C:4]=2[CH2:3][CH2:2]1.